Task: Predict which catalyst facilitates the given reaction.. Dataset: Catalyst prediction with 721,799 reactions and 888 catalyst types from USPTO (1) Reactant: FC(F)(F)C(O)=O.[NH2:8][C@H:9]([C:12]1[N:21]([C:22]2[CH:26]=[CH:25][NH:24][N:23]=2)[C:20](=[O:27])[C:19]2[C:14](=[CH:15][CH:16]=[CH:17][C:18]=2[Cl:28])[N:13]=1)[CH2:10][CH3:11].[NH2:29][C:30]1[N:35]=[C:34]([NH2:36])[C:33]([C:37]#[N:38])=[C:32](Cl)[N:31]=1.C(N(C(C)C)CC)(C)C. Product: [NH2:29][C:30]1[N:35]=[C:34]([NH2:36])[C:33]([C:37]#[N:38])=[C:32]([NH:8][C@H:9]([C:12]2[N:21]([C:22]3[CH:26]=[CH:25][NH:24][N:23]=3)[C:20](=[O:27])[C:19]3[C:14](=[CH:15][CH:16]=[CH:17][C:18]=3[Cl:28])[N:13]=2)[CH2:10][CH3:11])[N:31]=1. The catalyst class is: 41. (2) Reactant: C(O[CH:4]=[C:5]([C:11](=[O:18])[NH:12][C:13]([O:15]CC)=O)[C:6]([O:8][CH2:9][CH3:10])=[O:7])C.[NH2:19][C:20]1[CH:21]=[C:22]2[C:26](=[CH:27][CH:28]=1)[N:25]([CH3:29])[C:24](=[O:30])[C:23]2([OH:32])[CH3:31].CC(C)([O-])C.[K+].Cl. Product: [OH:32][C:23]1([CH3:31])[C:22]2[C:26](=[CH:27][CH:28]=[C:20]([N:19]3[CH:4]=[C:5]([C:6]([O:8][CH2:9][CH3:10])=[O:7])[C:11](=[O:18])[NH:12][C:13]3=[O:15])[CH:21]=2)[N:25]([CH3:29])[C:24]1=[O:30]. The catalyst class is: 8. (3) Reactant: [Br:1][C:2]1[N:3]([CH2:28][O:29][CH2:30][CH2:31][Si:32]([CH3:35])([CH3:34])[CH3:33])[N:4]=[C:5]2[C:14]3[CH:13]=[CH:12][C:11]([C:15]4[CH:16]=[N:17][NH:18][CH:19]=4)=[CH:10][C:9]=3[C:8]([C:20]3[C:25]([F:26])=[CH:24][CH:23]=[CH:22][C:21]=3[F:27])=[N:7][C:6]=12.CN(C=O)C.C(N(C(C)C)CC)(C)C.[CH3:50][Si:51]([CH3:58])([CH3:57])[CH2:52][CH2:53][O:54][CH2:55]Cl. Product: [Br:1][C:2]1[N:3]([CH2:28][O:29][CH2:30][CH2:31][Si:32]([CH3:35])([CH3:34])[CH3:33])[N:4]=[C:5]2[C:14]3[CH:13]=[CH:12][C:11]([C:15]4[CH:16]=[N:17][N:18]([CH2:55][O:54][CH2:53][CH2:52][Si:51]([CH3:58])([CH3:57])[CH3:50])[CH:19]=4)=[CH:10][C:9]=3[C:8]([C:20]3[C:21]([F:27])=[CH:22][CH:23]=[CH:24][C:25]=3[F:26])=[N:7][C:6]=12. The catalyst class is: 6. (4) Reactant: C(=O)([O-])[O-].[K+].[K+].[CH3:7][N:8]1[C:12](=[O:13])[CH2:11][C:10]([CH3:14])=[N:9]1.[F:15][C:16]1[CH:17]=[C:18]([CH:21]=[C:22]([F:25])[C:23]=1F)[C:19]#[N:20]. Product: [CH3:7][N:8]1[C:12]([O:13][C:23]2[C:16]([F:15])=[CH:17][C:18]([C:19]#[N:20])=[CH:21][C:22]=2[F:25])=[CH:11][C:10]([CH3:14])=[N:9]1. The catalyst class is: 9. (5) Reactant: [NH2:1][C:2]1[CH:3]=[C:4]([C:9]2[CH:10]=[C:11]([NH:24][C:25]([C:27]3[N:28]=[C:29]([CH3:32])[S:30][CH:31]=3)=[O:26])[C:12]3[C:16]([CH:17]=2)=[N:15][N:14](C2CCCCO2)[CH:13]=3)[CH:5]=[N:6][C:7]=1[Cl:8].[CH:33]1([S:36](Cl)(=[O:38])=[O:37])[CH2:35][CH2:34]1.Cl.C(Cl)Cl. Product: [Cl:8][C:7]1[N:6]=[CH:5][C:4]([C:9]2[CH:17]=[C:16]3[C:12]([CH:13]=[N:14][NH:15]3)=[C:11]([NH:24][C:25]([C:27]3[N:28]=[C:29]([CH3:32])[S:30][CH:31]=3)=[O:26])[CH:10]=2)=[CH:3][C:2]=1[NH:1][S:36]([CH:33]1[CH2:35][CH2:34]1)(=[O:38])=[O:37]. The catalyst class is: 383. (6) Reactant: [CH2:1]([O:8][NH:9][C@@H:10]([CH2:21][O:22][C:23]1[CH:28]=[CH:27][C:26]([Br:29])=[CH:25][CH:24]=1)[CH2:11][N:12]1[C:16](=[O:17])[C:15]([CH3:19])([CH3:18])[NH:14][C:13]1=[O:20])[C:2]1[CH:7]=[CH:6][CH:5]=[CH:4][CH:3]=1.[C:30](OC(=O)C)(=[O:32])C. Product: [CH2:1]([O:8][N:9]([C@H:10]([CH2:11][N:12]1[C:16](=[O:17])[C:15]([CH3:18])([CH3:19])[NH:14][C:13]1=[O:20])[CH2:21][O:22][C:23]1[CH:24]=[CH:25][C:26]([Br:29])=[CH:27][CH:28]=1)[CH:30]=[O:32])[C:2]1[CH:3]=[CH:4][CH:5]=[CH:6][CH:7]=1. The catalyst class is: 106. (7) Reactant: C[O:2][C:3]1[CH:8]=[C:7]([O:9][CH3:10])[CH:6]=[CH:5][C:4]=1[C:11]1[C:20](=[O:21])[C:19]2[C:14](=[CH:15][C:16]([OH:22])=[CH:17][CH:18]=2)[O:13][CH:12]=1.[Al+3].[Cl-].[Cl-].[Cl-].O. Product: [OH:22][C:16]1[CH:15]=[C:14]2[C:19]([C:20](=[O:21])[C:11]([C:4]3[CH:5]=[CH:6][C:7]([O:9][CH3:10])=[CH:8][C:3]=3[OH:2])=[CH:12][O:13]2)=[CH:18][CH:17]=1. The catalyst class is: 23.